Dataset: Reaction yield outcomes from USPTO patents with 853,638 reactions. Task: Predict the reaction yield, written as a fraction of the theoretical maximum amount of product (1.0 means a 100% yield; for example, 0.34 means a 34% yield). (1) The reactants are [H-].[Na+].[CH3:3][N:4]1[CH2:9][CH2:8][CH:7]([OH:10])[CH2:6][CH2:5]1.Cl[C:12]1[N:17]=[CH:16][C:15]([C:18]2[CH:23]=[CH:22][N:21]=[C:20]([NH:24][C:25]3[CH:26]=[C:27]([NH:32][C:33](=[O:44])[C:34]4[CH:39]=[CH:38][CH:37]=[C:36]([C:40]([F:43])([F:42])[F:41])[CH:35]=4)[CH:28]=[CH:29][C:30]=3[CH3:31])[N:19]=2)=[CH:14][CH:13]=1. The catalyst is CN(C=O)C.O. The product is [CH3:31][C:30]1[CH:29]=[CH:28][C:27]([NH:32][C:33](=[O:44])[C:34]2[CH:39]=[CH:38][CH:37]=[C:36]([C:40]([F:43])([F:41])[F:42])[CH:35]=2)=[CH:26][C:25]=1[NH:24][C:20]1[N:19]=[C:18]([C:15]2[CH:16]=[N:17][C:12]([O:10][CH:7]3[CH2:8][CH2:9][N:4]([CH3:3])[CH2:5][CH2:6]3)=[CH:13][CH:14]=2)[CH:23]=[CH:22][N:21]=1. The yield is 0.863. (2) The yield is 0.393. The catalyst is O. The product is [Cl:35][C:36]1[CH:37]=[CH:38][C:39]2[N:40]([CH:42]=[C:43]([CH2:45][O:1][C:2]3[CH:3]=[CH:4][C:5]([C:8]4[C:9](=[O:23])[C:10]([CH3:21])([CH3:22])[O:11][C:12]=4[C:13]4[CH:18]=[CH:17][C:16]([O:19][CH3:20])=[CH:15][CH:14]=4)=[CH:6][CH:7]=3)[N:44]=2)[CH:41]=1. The reactants are [OH:1][C:2]1[CH:7]=[CH:6][C:5]([C:8]2[C:9](=[O:23])[C:10]([CH3:22])([CH3:21])[O:11][C:12]=2[C:13]2[CH:18]=[CH:17][C:16]([O:19][CH3:20])=[CH:15][CH:14]=2)=[CH:4][CH:3]=1.C(=O)([O-])[O-].[Cs+].[Cs+].CN(C=O)C.[Cl:35][C:36]1[CH:37]=[CH:38][C:39]2[N:40]([CH:42]=[C:43]([CH2:45]Cl)[N:44]=2)[CH:41]=1.